This data is from NCI-60 drug combinations with 297,098 pairs across 59 cell lines. The task is: Regression. Given two drug SMILES strings and cell line genomic features, predict the synergy score measuring deviation from expected non-interaction effect. (1) Drug 1: C1=NC(=NC(=O)N1C2C(C(C(O2)CO)O)O)N. Drug 2: C(CC(=O)O)C(=O)CN.Cl. Cell line: MCF7. Synergy scores: CSS=12.7, Synergy_ZIP=-2.90, Synergy_Bliss=-1.25, Synergy_Loewe=0.289, Synergy_HSA=0.676. (2) Synergy scores: CSS=11.9, Synergy_ZIP=-6.55, Synergy_Bliss=-2.42, Synergy_Loewe=-12.3, Synergy_HSA=-3.54. Cell line: KM12. Drug 1: CC1=C(C(CCC1)(C)C)C=CC(=CC=CC(=CC(=O)O)C)C. Drug 2: N.N.Cl[Pt+2]Cl.